From a dataset of Full USPTO retrosynthesis dataset with 1.9M reactions from patents (1976-2016). Predict the reactants needed to synthesize the given product. Given the product [Br:1][C:2]1[S:6][C:5]([C:7]([NH:23][C:22]2[CH:21]=[CH:20][N:19]=[CH:18][C:17]=2[CH3:16])=[O:9])=[CH:4][CH:3]=1, predict the reactants needed to synthesize it. The reactants are: [Br:1][C:2]1[S:6][C:5]([C:7]([OH:9])=O)=[CH:4][CH:3]=1.C(Cl)(=O)C(Cl)=O.[CH3:16][C:17]1[CH:18]=[N:19][CH:20]=[CH:21][C:22]=1[NH2:23].[H-].[Na+].